This data is from Forward reaction prediction with 1.9M reactions from USPTO patents (1976-2016). The task is: Predict the product of the given reaction. Given the reactants NC1C=C([C:8]2C3C(=CC(OC)=C(OC)C=3)N=[C:10](CN)[N:9]=2)C=CC=1.Cl.[CH3:25][O:26][C:27]1[CH:28]=[C:29]2[C:34](=[CH:35][C:36]=1[O:37][CH3:38])[N:33]=[C:32]([NH:39][CH3:40])[N:31]=[C:30]2[C:41]1[CH:42]=[C:43]([NH:47][C:48](=[O:58])[C:49]2[CH:57]=[CH:56][C:52]([C:53]([OH:55])=O)=[CH:51][CH:50]=2)[CH:44]=[CH:45][CH:46]=1, predict the reaction product. The product is: [CH3:25][O:26][C:27]1[CH:28]=[C:29]2[C:34](=[CH:35][C:36]=1[O:37][CH3:38])[N:33]=[C:32]([NH:39][CH3:40])[N:31]=[C:30]2[C:41]1[CH:42]=[C:43]([NH:47][C:48](=[O:58])[C:49]2[CH:57]=[CH:56][C:52]([C:53]([N:9]([CH3:10])[CH3:8])=[O:55])=[CH:51][CH:50]=2)[CH:44]=[CH:45][CH:46]=1.